Predict the reaction yield, written as a fraction of the theoretical maximum amount of product (1.0 means a 100% yield; for example, 0.34 means a 34% yield). From a dataset of Reaction yield outcomes from USPTO patents with 853,638 reactions. The reactants are Br[C:2]1[CH:7]2[N:8]([C:9]([O:11][C:12]([CH3:15])([CH3:14])[CH3:13])=[O:10])[CH:4]([CH:5]=[CH:6]2)[C:3]=1[C:16]([O:18][CH3:19])=[O:17].[H][H].[C:22](OCC)(=O)C.CCCCCC. The catalyst is C(O)C.[Pd]. The product is [CH:4]12[N:8]([C:9]([O:11][C:12]([CH3:15])([CH3:14])[CH3:13])=[O:10])[CH:7]([CH2:6][CH2:5]1)[CH2:2][CH:3]2[C:16]([O:18][CH2:19][CH3:22])=[O:17]. The yield is 0.850.